Dataset: Reaction yield outcomes from USPTO patents with 853,638 reactions. Task: Predict the reaction yield, written as a fraction of the theoretical maximum amount of product (1.0 means a 100% yield; for example, 0.34 means a 34% yield). (1) The reactants are [N+:1]([C:4]1[C:5]([C:10]2[CH:15]=[CH:14][C:13]([F:16])=[CH:12][CH:11]=2)=[N:6][CH:7]=[CH:8][CH:9]=1)([O-])=O.[C:17]([Mg]Br)([CH3:19])=[CH2:18]. No catalyst specified. The product is [F:16][C:13]1[CH:14]=[CH:15][C:10]([C:5]2[N:6]=[CH:7][CH:8]=[C:9]3[CH:18]=[C:17]([CH3:19])[NH:1][C:4]=23)=[CH:11][CH:12]=1. The yield is 0.370. (2) The reactants are [C:1]1([CH:11]=[CH:12][C:13]([OH:15])=O)[C:10]2[C:5](=[CH:6][CH:7]=[CH:8][CH:9]=2)[CH:4]=[CH:3][CH:2]=1.C(Cl)(=O)C([Cl:19])=O. No catalyst specified. The product is [C:1]1([CH:11]=[CH:12][C:13]([Cl:19])=[O:15])[C:10]2[C:5](=[CH:6][CH:7]=[CH:8][CH:9]=2)[CH:4]=[CH:3][CH:2]=1. The yield is 0.990. (3) The reactants are O[C:2]1[CH:7]=[CH:6][N:5]2[N:8]=[CH:9][C:10]([C:11]([O:13][CH2:14][CH3:15])=[O:12])=[C:4]2[N:3]=1.P(Cl)(Cl)([Cl:18])=O. No catalyst specified. The product is [Cl:18][C:2]1[CH:7]=[CH:6][N:5]2[N:8]=[CH:9][C:10]([C:11]([O:13][CH2:14][CH3:15])=[O:12])=[C:4]2[N:3]=1. The yield is 0.976. (4) The reactants are [OH:1][C:2]1[CH:7]=[CH:6][C:5]([CH:8]=[CH:9][C:10](=[O:22])[CH:11]=[CH:12][C:13]2[CH:18]=[CH:17][C:16]([OH:19])=[C:15]([O:20][CH3:21])[CH:14]=2)=[CH:4][C:3]=1[O:23][CH3:24].[C:25](OC(=O)C)(=[O:27])[CH3:26].N1[CH:37]=[CH:36]C=CC=1.[OH2:38]. No catalyst specified. The product is [C:25]([O:19][C:16]1[CH:17]=[CH:18][C:13]([CH:12]=[CH:11][C:10](=[O:22])[CH:9]=[CH:8][C:5]2[CH:6]=[CH:7][C:2]([O:1][C:36](=[O:38])[CH3:37])=[C:3]([O:23][CH3:24])[CH:4]=2)=[CH:14][C:15]=1[O:20][CH3:21])(=[O:27])[CH3:26]. The yield is 0.880. (5) The reactants are [I:1][C:2]1[N:3]=[CH:4][NH:5][CH:6]=1.Br[CH2:8][CH2:9]Cl.C([O-])([O-])=O.[K+].[K+].[C:17]([N:24]1[CH2:29][CH2:28][NH:27][CH2:26][CH2:25]1)([O:19][C:20]([CH3:23])([CH3:22])[CH3:21])=[O:18]. The catalyst is CS(C)=O. The product is [I:1][C:2]1[N:3]=[CH:4][N:5]([CH2:8][CH2:9][N:27]2[CH2:26][CH2:25][N:24]([C:17]([O:19][C:20]([CH3:23])([CH3:22])[CH3:21])=[O:18])[CH2:29][CH2:28]2)[CH:6]=1. The yield is 0.0800. (6) The product is [CH3:1][C:2]1[C:6]([CH2:7][N:8]2[CH:12]=[C:11]([NH:13][C:22](=[O:23])[O:21][C:18]([CH3:20])([CH3:19])[CH3:17])[CH:10]=[N:9]2)=[C:5]([CH3:16])[O:4][N:3]=1. The catalyst is CO.CCO.C1COCC1.[Pd]. The reactants are [CH3:1][C:2]1[C:6]([CH2:7][N:8]2[CH:12]=[C:11]([N+:13]([O-])=O)[CH:10]=[N:9]2)=[C:5]([CH3:16])[O:4][N:3]=1.[CH3:17][C:18]([O:21][C:22](O[C:22]([O:21][C:18]([CH3:20])([CH3:19])[CH3:17])=[O:23])=[O:23])([CH3:20])[CH3:19].[H][H]. The yield is 0.800. (7) The reactants are [CH2:1]([C:5]1[CH:10]=[CH:9][C:8]([C:11]2[CH:20]=[CH:19][C:14]([C:15]([O:17]C)=[O:16])=[CH:13][CH:12]=2)=[CH:7][CH:6]=1)[CH2:2][CH2:3][CH3:4].[OH-].[Na+]. The catalyst is C1COCC1.O. The product is [CH2:1]([C:5]1[CH:10]=[CH:9][C:8]([C:11]2[CH:12]=[CH:13][C:14]([C:15]([OH:17])=[O:16])=[CH:19][CH:20]=2)=[CH:7][CH:6]=1)[CH2:2][CH2:3][CH3:4]. The yield is 0.711. (8) The reactants are [CH3:1][O:2][C:3](=[O:18])[C:4]1[C:9]([F:10])=[CH:8][CH:7]=[CH:6][C:5]=1[NH:11][C:12]([O:14][CH:15]([CH3:17])[CH3:16])=[O:13].[H-].[Na+].Br[CH2:22][CH2:23][CH2:24][C:25]([O:27][CH2:28][CH3:29])=[O:26]. The catalyst is CN(C=O)C.C(OCC)(=O)C. The product is [CH3:1][O:2][C:3](=[O:18])[C:4]1[C:9]([F:10])=[CH:8][CH:7]=[CH:6][C:5]=1[N:11]([CH2:22][CH2:23][CH2:24][C:25]([O:27][CH2:28][CH3:29])=[O:26])[C:12]([O:14][CH:15]([CH3:16])[CH3:17])=[O:13]. The yield is 0.680. (9) The reactants are [F:1][C:2]1[C:7]([F:8])=[CH:6][CH:5]=[CH:4][C:3]=1[OH:9].CI.[C:12](=O)([O-])[O-].[K+].[K+]. The catalyst is CC(C)=O. The product is [F:8][C:7]1[CH:6]=[CH:5][CH:4]=[C:3]([O:9][CH3:12])[C:2]=1[F:1]. The yield is 1.00. (10) The reactants are [C:1]([C:4]1[CH:9]=[CH:8][C:7]([S:10]([NH:13][CH2:14][C:15]([O:17][C@H:18]([C:29]2[CH:34]=[CH:33][C:32]([O:35][CH:36]([F:38])[F:37])=[C:31]([O:39][CH2:40][CH:41]3[CH2:43][CH2:42]3)[CH:30]=2)[CH2:19][C:20]2[C:25]([Cl:26])=[CH:24][N+:23]([O-:27])=[CH:22][C:21]=2[Cl:28])=[O:16])(=[O:12])=[O:11])=[CH:6][CH:5]=1)(O)=[O:2].[NH:44]1[CH2:49][CH2:48][O:47][CH2:46][CH2:45]1.C(Cl)CCl. The catalyst is CN(C1C=CN=CC=1)C.CN(C=O)C.O. The product is [Cl:28][C:21]1[CH:22]=[N+:23]([O-:27])[CH:24]=[C:25]([Cl:26])[C:20]=1[CH2:19][C@@H:18]([C:29]1[CH:34]=[CH:33][C:32]([O:35][CH:36]([F:38])[F:37])=[C:31]([O:39][CH2:40][CH:41]2[CH2:43][CH2:42]2)[CH:30]=1)[O:17][C:15](=[O:16])[CH2:14][NH:13][S:10]([C:7]1[CH:8]=[CH:9][C:4]([C:1]([N:44]2[CH2:49][CH2:48][O:47][CH2:46][CH2:45]2)=[O:2])=[CH:5][CH:6]=1)(=[O:11])=[O:12]. The yield is 0.453.